This data is from Catalyst prediction with 721,799 reactions and 888 catalyst types from USPTO. The task is: Predict which catalyst facilitates the given reaction. (1) Reactant: Cl[C:2]1[N:7]=[C:6]([O:8][C:9]2[CH:35]=[CH:34][CH:33]=[CH:32][C:10]=2[CH2:11][NH:12][C:13]([NH:15][C:16]2[N:20]([C:21]3[CH:26]=[CH:25][C:24]([CH3:27])=[CH:23][CH:22]=3)[N:19]=[C:18]([C:28]([CH3:31])([CH3:30])[CH3:29])[CH:17]=2)=[O:14])[CH:5]=[CH:4][N:3]=1.C(=O)([O-])[O-].[Na+].[Na+].[CH3:42][N:43]1[CH2:48][CH2:47][NH:46][CH2:45][CH2:44]1. Product: [CH3:42][N:43]1[CH2:48][CH2:47][N:46]([C:2]2[N:7]=[C:6]([O:8][C:9]3[CH:35]=[CH:34][CH:33]=[CH:32][C:10]=3[CH2:11][NH:12][C:13]([NH:15][C:16]3[N:20]([C:21]4[CH:22]=[CH:23][C:24]([CH3:27])=[CH:25][CH:26]=4)[N:19]=[C:18]([C:28]([CH3:29])([CH3:31])[CH3:30])[CH:17]=3)=[O:14])[CH:5]=[CH:4][N:3]=2)[CH2:45][CH2:44]1. The catalyst class is: 8. (2) Reactant: [CH3:1][O:2][C:3]1[CH:29]=[CH:28][C:6]([CH2:7][N:8]2[C:12]([C:13]3[CH:18]=[CH:17][C:16]([C:19]4[C:27]5[C:22](=[CH:23][CH:24]=[CH:25][CH:26]=5)[NH:21][N:20]=4)=[CH:15][CH:14]=3)=[N:11][N:10]=[N:9]2)=[CH:5][CH:4]=1.CC([O-])(C)C.[K+].[Cl:36][C:37]1[CH:45]=[CH:44][CH:43]=[C:42]([Cl:46])[C:38]=1[C:39](Cl)=[O:40]. Product: [Cl:36][C:37]1[CH:45]=[CH:44][CH:43]=[C:42]([Cl:46])[C:38]=1[C:39]([N:21]1[C:22]2[C:27](=[CH:26][CH:25]=[CH:24][CH:23]=2)[C:19]([C:16]2[CH:15]=[CH:14][C:13]([C:12]3[N:8]([CH2:7][C:6]4[CH:5]=[CH:4][C:3]([O:2][CH3:1])=[CH:29][CH:28]=4)[N:9]=[N:10][N:11]=3)=[CH:18][CH:17]=2)=[N:20]1)=[O:40]. The catalyst class is: 1. (3) Reactant: [Cl:1][C:2]1[CH:30]=[CH:29][C:5]([O:6][C:7]2[CH:12]=[CH:11][C:10]([N:13]3[CH:17]([C:18]4[CH:23]=[CH:22][CH:21]=[C:20]([C:24]([F:27])([F:26])[F:25])[CH:19]=4)[CH2:16][NH:15][C:14]3=[O:28])=[CH:9][CH:8]=2)=[CH:4][CH:3]=1.[H-].[Na+].[CH3:33]I. Product: [Cl:1][C:2]1[CH:3]=[CH:4][C:5]([O:6][C:7]2[CH:8]=[CH:9][C:10]([N:13]3[CH:17]([C:18]4[CH:23]=[CH:22][CH:21]=[C:20]([C:24]([F:26])([F:25])[F:27])[CH:19]=4)[CH2:16][N:15]([CH3:33])[C:14]3=[O:28])=[CH:11][CH:12]=2)=[CH:29][CH:30]=1. The catalyst class is: 3.